From a dataset of Catalyst prediction with 721,799 reactions and 888 catalyst types from USPTO. Predict which catalyst facilitates the given reaction. (1) Product: [I:16][C:5]1[C:4]([OH:7])=[N:3][C:2]([OH:8])=[N:1][CH:6]=1. Reactant: [N:1]1[CH:6]=[CH:5][C:4]([OH:7])=[N:3][C:2]=1[OH:8].C1C(=O)N([I:16])C(=O)C1. The catalyst class is: 52. (2) Reactant: [C:1]1([O:7][C:8](Cl)=[O:9])[CH:6]=[CH:5][CH:4]=[CH:3][CH:2]=1.[NH2:11][C:12]1[S:13][C:14]([C:17]([CH3:20])([CH3:19])[CH3:18])=[N:15][N:16]=1.N1C=CC=CC=1. Product: [C:17]([C:14]1[S:13][C:12]([NH:11][C:8](=[O:9])[O:7][C:1]2[CH:6]=[CH:5][CH:4]=[CH:3][CH:2]=2)=[N:16][N:15]=1)([CH3:20])([CH3:19])[CH3:18]. The catalyst class is: 1. (3) Reactant: C(OC([N:8]1[CH2:13][CH2:12][CH:11]([C:14](=[O:33])[NH:15][C:16]2[CH:21]=[CH:20][CH:19]=[CH:18][C:17]=2[O:22][C:23]2[CH:28]=[CH:27][C:26]([C:29]([F:32])([F:31])[F:30])=[CH:25][CH:24]=2)[CH2:10][CH2:9]1)=O)(C)(C)C.C(O)(C(F)(F)F)=O.C(=O)([O-])[O-].[K+].[K+].CO. Product: [F:32][C:29]([F:30])([F:31])[C:26]1[CH:25]=[CH:24][C:23]([O:22][C:17]2[CH:18]=[CH:19][CH:20]=[CH:21][C:16]=2[NH:15][C:14]([CH:11]2[CH2:12][CH2:13][NH:8][CH2:9][CH2:10]2)=[O:33])=[CH:28][CH:27]=1. The catalyst class is: 2. (4) Product: [NH2:1][C:2]([N:4]1[CH2:8][CH2:7][C@H:6]([NH:9][C:10]2[C:15]([C:16]([OH:18])=[O:17])=[CH:14][N:13]=[C:12]3[N:21]([CH2:24][CH3:25])[N:22]=[CH:23][C:11]=23)[CH2:5]1)=[O:3]. The catalyst class is: 40. Reactant: [NH2:1][C:2]([N:4]1[CH2:8][CH2:7][C@H:6]([NH:9][C:10]2[C:15]([C:16]([O:18]CC)=[O:17])=[CH:14][N:13]=[C:12]3[N:21]([CH2:24][CH3:25])[N:22]=[CH:23][C:11]=23)[CH2:5]1)=[O:3].[OH-].[Na+]. (5) Reactant: C([O-])([O-])=O.[K+].[K+].[F:7][C:8]([F:17])([F:16])[C:9]1[CH:10]=[C:11]([OH:15])[CH:12]=[CH:13][CH:14]=1.F[C:19]1[CH:26]=[CH:25][C:22]([CH:23]=[O:24])=[CH:21][CH:20]=1. Product: [F:7][C:8]([F:16])([F:17])[C:9]1[CH:10]=[C:11]([CH:12]=[CH:13][CH:14]=1)[O:15][C:19]1[CH:26]=[CH:25][C:22]([CH:23]=[O:24])=[CH:21][CH:20]=1. The catalyst class is: 3. (6) Reactant: I[C:2]1[CH:3]=[C:4]([O:21][C:22]([F:25])([F:24])[F:23])[CH:5]=[C:6]2[C:11]=1[O:10][CH:9]([C:12]([F:15])([F:14])[F:13])C(C(OCC)=O)=[CH:7]2.CB1OB(C)OB(C)O1.[C:35]([O-])([O-])=O.[Cs+].[Cs+].[CH3:41][CH2:42][O:43][C:44]([CH3:46])=[O:45]. Product: [CH3:7][C:6]1[CH:5]=[C:4]([O:21][C:22]([F:23])([F:24])[F:25])[CH:3]=[C:2]2[C:11]=1[O:10][CH:9]([C:12]([F:13])([F:14])[F:15])[C:46]([C:44]([O:43][CH2:42][CH3:41])=[O:45])=[CH:35]2. The catalyst class is: 368. (7) Reactant: [C:1]([O:5][C:6]([NH:8][C@H:9]([C:11]1[C:20]([C:21]2[CH:26]=[CH:25][CH:24]=[CH:23][N:22]=2)=[C:19]([C:27]([OH:29])=O)[C:18]2[C:13](=[CH:14][CH:15]=[C:16]([F:30])[CH:17]=2)[N:12]=1)[CH3:10])=[O:7])([CH3:4])([CH3:3])[CH3:2].C1C[N:34]([P+](ON2N=NC3C=CC=CC2=3)(N2CCCC2)N2CCCC2)[CH2:33][CH2:32]1.F[P-](F)(F)(F)(F)F.CCN(C(C)C)C(C)C.C(N)C. Product: [CH2:33]([NH:34][C:27]([C:19]1[C:18]2[C:13](=[CH:14][CH:15]=[C:16]([F:30])[CH:17]=2)[N:12]=[C:11]([C@@H:9]([NH:8][C:6](=[O:7])[O:5][C:1]([CH3:3])([CH3:2])[CH3:4])[CH3:10])[C:20]=1[C:21]1[CH:26]=[CH:25][CH:24]=[CH:23][N:22]=1)=[O:29])[CH3:32]. The catalyst class is: 31. (8) Reactant: [H-].[Na+].[Br:3][C:4]1[CH:9]=[CH:8][C:7]([C:10]2[C:14]3[CH:15]=[CH:16][C:17]([OH:19])=[CH:18][C:13]=3[S:12][N:11]=2)=[CH:6][CH:5]=1.Br[CH2:21][C:22]([O:24][C:25]([CH3:28])([CH3:27])[CH3:26])=[O:23].OS([O-])(=O)=O.[K+]. Product: [C:25]([O:24][C:22](=[O:23])[CH2:21][O:19][C:17]1[CH:16]=[CH:15][C:14]2[C:10]([C:7]3[CH:6]=[CH:5][C:4]([Br:3])=[CH:9][CH:8]=3)=[N:11][S:12][C:13]=2[CH:18]=1)([CH3:28])([CH3:27])[CH3:26]. The catalyst class is: 1.